From a dataset of Peptide-MHC class I binding affinity with 185,985 pairs from IEDB/IMGT. Regression. Given a peptide amino acid sequence and an MHC pseudo amino acid sequence, predict their binding affinity value. This is MHC class I binding data. (1) The MHC is HLA-B40:01 with pseudo-sequence HLA-B40:01. The binding affinity (normalized) is 0.0847. The peptide sequence is SVIDHIHYM. (2) The peptide sequence is APVESMALF. The MHC is HLA-B18:01 with pseudo-sequence HLA-B18:01. The binding affinity (normalized) is 0.0847. (3) The peptide sequence is FLKEKGGL. The MHC is HLA-B51:01 with pseudo-sequence HLA-B51:01. The binding affinity (normalized) is 0. (4) The peptide sequence is KRWGFRSGV. The MHC is HLA-A69:01 with pseudo-sequence HLA-A69:01. The binding affinity (normalized) is 0.0847.